Dataset: Peptide-MHC class II binding affinity with 134,281 pairs from IEDB. Task: Regression. Given a peptide amino acid sequence and an MHC pseudo amino acid sequence, predict their binding affinity value. This is MHC class II binding data. (1) The peptide sequence is YEAFVLHFSEALRII. The MHC is DRB1_1001 with pseudo-sequence DRB1_1001. The binding affinity (normalized) is 0.727. (2) The peptide sequence is LSGSQEVEFIGYGKA. The MHC is HLA-DQA10201-DQB10301 with pseudo-sequence HLA-DQA10201-DQB10301. The binding affinity (normalized) is 0. (3) The binding affinity (normalized) is 0.0654. The MHC is HLA-DQA10101-DQB10501 with pseudo-sequence HLA-DQA10101-DQB10501. The peptide sequence is SVAYKAAVGATPEAK. (4) The peptide sequence is EKKYFAATQFEPRAA. The MHC is DRB1_0101 with pseudo-sequence DRB1_0101. The binding affinity (normalized) is 0.505.